Dataset: Reaction yield outcomes from USPTO patents with 853,638 reactions. Task: Predict the reaction yield, written as a fraction of the theoretical maximum amount of product (1.0 means a 100% yield; for example, 0.34 means a 34% yield). (1) The reactants are C(Br)C1C=CC=CC=1.Br[CH2:10][C:11]1[CH:20]=[CH:19][C:14]([C:15]([O:17][CH3:18])=[O:16])=[CH:13][CH:12]=1.[C:21]([C:24]1[S:28][C:27]([N:29]2[CH2:33][CH2:32][NH:31][C:30]2=[O:34])=[N:26][C:25]=1[CH3:35])(=[O:23])[CH3:22]. No catalyst specified. The product is [C:21]([C:24]1[S:28][C:27]([N:29]2[CH2:33][CH2:32][N:31]([CH2:10][C:11]3[CH:20]=[CH:19][C:14]([C:15]([O:17][CH3:18])=[O:16])=[CH:13][CH:12]=3)[C:30]2=[O:34])=[N:26][C:25]=1[CH3:35])(=[O:23])[CH3:22]. The yield is 0.600. (2) The catalyst is O1CCCC1. The yield is 0.610. The product is [CH:1]1[C:13]2[CH:12]([CH2:14][O:15][C:16](=[O:37])[NH:17][C:18]3[CH:23]=[CH:22][C:21]([S:24][C:25]4[CH:30]=[CH:29][C:28]([C:31](=[O:32])[NH:45][C:42]5[CH:41]=[CH:40][C:39]([Cl:38])=[CH:44][N:43]=5)=[CH:27][C:26]=4[N+:34]([O-:36])=[O:35])=[CH:20][CH:19]=3)[C:11]3[C:6](=[CH:7][CH:8]=[CH:9][CH:10]=3)[C:5]=2[CH:4]=[CH:3][CH:2]=1. The reactants are [CH:1]1[C:13]2[CH:12]([CH2:14][O:15][C:16](=[O:37])[NH:17][C:18]3[CH:23]=[CH:22][C:21]([S:24][C:25]4[CH:30]=[CH:29][C:28]([C:31](Cl)=[O:32])=[CH:27][C:26]=4[N+:34]([O-:36])=[O:35])=[CH:20][CH:19]=3)[C:11]3[C:6](=[CH:7][CH:8]=[CH:9][CH:10]=3)[C:5]=2[CH:4]=[CH:3][CH:2]=1.[Cl:38][C:39]1[CH:40]=[CH:41][C:42]([NH2:45])=[N:43][CH:44]=1.C(N(C(C)C)CC)(C)C. (3) The reactants are C[Al](C)C.[Cl-].[F:6][C:7]1[C:12]([C:13]([F:16])([F:15])[F:14])=[CH:11][CH:10]=[CH:9][C:8]=1[C:17]1[N:18]=[C:19]([NH3+:23])[S:20][C:21]=1[CH3:22].C[O:25][C:26](=O)[C:27]1[CH:32]=[CH:31][C:30]([NH:33][C:34]2[CH:39]=[C:38]([Cl:40])[N:37]=[CH:36][N:35]=2)=[CH:29][CH:28]=1. The catalyst is C1(C)C=CC=CC=1.C(Cl)Cl.O.[Cl-].[Na+].O. The product is [Cl:40][C:38]1[N:37]=[CH:36][N:35]=[C:34]([NH:33][C:30]2[CH:31]=[CH:32][C:27]([C:26]([NH:23][C:19]3[S:20][C:21]([CH3:22])=[C:17]([C:8]4[CH:9]=[CH:10][CH:11]=[C:12]([C:13]([F:14])([F:16])[F:15])[C:7]=4[F:6])[N:18]=3)=[O:25])=[CH:28][CH:29]=2)[CH:39]=1. The yield is 0.440.